This data is from NCI-60 drug combinations with 297,098 pairs across 59 cell lines. The task is: Regression. Given two drug SMILES strings and cell line genomic features, predict the synergy score measuring deviation from expected non-interaction effect. (1) Drug 1: CCC1(CC2CC(C3=C(CCN(C2)C1)C4=CC=CC=C4N3)(C5=C(C=C6C(=C5)C78CCN9C7C(C=CC9)(C(C(C8N6C=O)(C(=O)OC)O)OC(=O)C)CC)OC)C(=O)OC)O.OS(=O)(=O)O. Drug 2: C(CC(=O)O)C(=O)CN.Cl. Cell line: MDA-MB-435. Synergy scores: CSS=6.85, Synergy_ZIP=-1.14, Synergy_Bliss=3.47, Synergy_Loewe=1.18, Synergy_HSA=3.41. (2) Drug 1: C1=CN(C=N1)CC(O)(P(=O)(O)O)P(=O)(O)O. Drug 2: CC1C(C(CC(O1)OC2CC(OC(C2O)C)OC3=CC4=CC5=C(C(=O)C(C(C5)C(C(=O)C(C(C)O)O)OC)OC6CC(C(C(O6)C)O)OC7CC(C(C(O7)C)O)OC8CC(C(C(O8)C)O)(C)O)C(=C4C(=C3C)O)O)O)O. Cell line: KM12. Synergy scores: CSS=45.5, Synergy_ZIP=1.53, Synergy_Bliss=5.71, Synergy_Loewe=-19.0, Synergy_HSA=1.25. (3) Drug 1: CC1CC2CCC3C(=C)CC(O3)CCC45CC6C(O4)C7C(O6)C(O5)C8C(O7)CCC(O8)CC(=O)CC9C(CC(C1=C)O2)OC(C9OC)CC(CN)O.CS(=O)(=O)O. Drug 2: CC1C(C(CC(O1)OC2CC(CC3=C2C(=C4C(=C3O)C(=O)C5=CC=CC=C5C4=O)O)(C(=O)C)O)N)O. Cell line: HS 578T. Synergy scores: CSS=56.5, Synergy_ZIP=-11.5, Synergy_Bliss=-12.9, Synergy_Loewe=-7.82, Synergy_HSA=-5.56. (4) Drug 1: CC(C1=C(C=CC(=C1Cl)F)Cl)OC2=C(N=CC(=C2)C3=CN(N=C3)C4CCNCC4)N. Drug 2: C1CC(=O)NC(=O)C1N2CC3=C(C2=O)C=CC=C3N. Cell line: A498. Synergy scores: CSS=6.76, Synergy_ZIP=-3.13, Synergy_Bliss=-1.54, Synergy_Loewe=-1.05, Synergy_HSA=-1.04. (5) Drug 2: CC1=C(C(=CC=C1)Cl)NC(=O)C2=CN=C(S2)NC3=CC(=NC(=N3)C)N4CCN(CC4)CCO. Cell line: SN12C. Synergy scores: CSS=39.4, Synergy_ZIP=-7.78, Synergy_Bliss=-2.44, Synergy_Loewe=-0.849, Synergy_HSA=0.639. Drug 1: CCC1=CC2CC(C3=C(CN(C2)C1)C4=CC=CC=C4N3)(C5=C(C=C6C(=C5)C78CCN9C7C(C=CC9)(C(C(C8N6C)(C(=O)OC)O)OC(=O)C)CC)OC)C(=O)OC.C(C(C(=O)O)O)(C(=O)O)O. (6) Drug 1: CCCS(=O)(=O)NC1=C(C(=C(C=C1)F)C(=O)C2=CNC3=C2C=C(C=N3)C4=CC=C(C=C4)Cl)F. Drug 2: CC1CCC2CC(C(=CC=CC=CC(CC(C(=O)C(C(C(=CC(C(=O)CC(OC(=O)C3CCCCN3C(=O)C(=O)C1(O2)O)C(C)CC4CCC(C(C4)OC)OCCO)C)C)O)OC)C)C)C)OC. Cell line: SNB-19. Synergy scores: CSS=24.6, Synergy_ZIP=4.35, Synergy_Bliss=4.93, Synergy_Loewe=-8.88, Synergy_HSA=2.79. (7) Drug 1: CC1C(C(CC(O1)OC2CC(CC3=C2C(=C4C(=C3O)C(=O)C5=C(C4=O)C(=CC=C5)OC)O)(C(=O)C)O)N)O.Cl. Drug 2: C1=CC=C(C=C1)NC(=O)CCCCCCC(=O)NO. Cell line: MDA-MB-231. Synergy scores: CSS=33.3, Synergy_ZIP=9.07, Synergy_Bliss=15.3, Synergy_Loewe=12.2, Synergy_HSA=15.9. (8) Drug 1: C1=C(C(=O)NC(=O)N1)N(CCCl)CCCl. Drug 2: CN(CC1=CN=C2C(=N1)C(=NC(=N2)N)N)C3=CC=C(C=C3)C(=O)NC(CCC(=O)O)C(=O)O. Cell line: NCIH23. Synergy scores: CSS=37.1, Synergy_ZIP=-4.28, Synergy_Bliss=1.37, Synergy_Loewe=-3.26, Synergy_HSA=3.79.